From a dataset of Full USPTO retrosynthesis dataset with 1.9M reactions from patents (1976-2016). Predict the reactants needed to synthesize the given product. (1) Given the product [Cl:14][C:2]1[C:7]([I:8])=[CH:6][C:5]([N+:9]([O-:11])=[O:10])=[CH:4][N:3]=1, predict the reactants needed to synthesize it. The reactants are: O[C:2]1[C:7]([I:8])=[CH:6][C:5]([N+:9]([O-:11])=[O:10])=[CH:4][N:3]=1.O=P(Cl)(Cl)[Cl:14].N1C2C(=CC=CC=2)C=CC=1. (2) Given the product [Br:12][C:13]1[CH:20]=[CH:19][C:16]([CH2:17][N:7]2[CH:11]=[N:10][N:9]=[N:8]2)=[CH:15][CH:14]=1, predict the reactants needed to synthesize it. The reactants are: CS(C)=O.[OH-].[K+].[NH:7]1[CH:11]=[N:10][N:9]=[N:8]1.[Br:12][C:13]1[CH:20]=[CH:19][C:16]([CH2:17]Br)=[CH:15][CH:14]=1. (3) Given the product [OH:9][C:10]1[CH:19]=[CH:18][CH:17]=[C:16]2[C:11]=1[CH2:12][CH2:13][CH:14]=[C:15]2[CH2:20][CH2:21][C:22]([OH:24])=[O:23], predict the reactants needed to synthesize it. The reactants are: Cl.N1C=CC=CC=1.C[O:9][C:10]1[CH:19]=[CH:18][CH:17]=[C:16]2[C:11]=1[CH2:12][CH2:13][CH:14]=[C:15]2[CH2:20][CH2:21][C:22]([OH:24])=[O:23].Cl. (4) Given the product [CH3:35][O:36][C:37](=[O:57])[CH:38]=[CH:39][C:40]1[CH:41]=[C:42]([C:2]2[CH:30]=[CH:29][C:28]([C:31]([F:34])([F:33])[F:32])=[CH:27][C:3]=2[CH2:4][N:5]([CH2:12][C:13]2[CH:18]=[C:17]([C:19]([F:22])([F:21])[F:20])[CH:16]=[C:15]([C:23]([F:26])([F:25])[F:24])[CH:14]=2)[C:6]2[N:7]=[N:8][N:9]([CH3:11])[N:10]=2)[C:43]([O:46][CH3:47])=[CH:44][CH:45]=1, predict the reactants needed to synthesize it. The reactants are: Br[C:2]1[CH:30]=[CH:29][C:28]([C:31]([F:34])([F:33])[F:32])=[CH:27][C:3]=1[CH2:4][N:5]([CH2:12][C:13]1[CH:18]=[C:17]([C:19]([F:22])([F:21])[F:20])[CH:16]=[C:15]([C:23]([F:26])([F:25])[F:24])[CH:14]=1)[C:6]1[N:7]=[N:8][N:9]([CH3:11])[N:10]=1.[CH3:35][O:36][C:37](=[O:57])[CH:38]=[CH:39][C:40]1[CH:45]=[CH:44][C:43]([O:46][CH3:47])=[C:42](B2OC(C)(C)C(C)(C)O2)[CH:41]=1.P([O-])([O-])([O-])=O.[K+].[K+].[K+]. (5) Given the product [C:1]([O:5][C:6]([N:8]1[C:16]2[C:11](=[CH:12][C:13]([O:17][CH2:19][C:20]3[CH:25]=[CH:24][C:23]([CH2:26][CH:27]([CH3:29])[CH3:28])=[C:22]([C:30]([F:31])([F:33])[F:32])[CH:21]=3)=[CH:14][CH:15]=2)[CH2:10][CH2:9]1)=[O:7])([CH3:4])([CH3:2])[CH3:3], predict the reactants needed to synthesize it. The reactants are: [C:1]([O:5][C:6]([N:8]1[C:16]2[C:11](=[CH:12][C:13]([OH:17])=[CH:14][CH:15]=2)[CH2:10][CH2:9]1)=[O:7])([CH3:4])([CH3:3])[CH3:2].Cl[CH2:19][C:20]1[CH:25]=[CH:24][C:23]([CH2:26][CH:27]([CH3:29])[CH3:28])=[C:22]([C:30]([F:33])([F:32])[F:31])[CH:21]=1.C(=O)([O-])[O-].[K+].[K+]. (6) Given the product [C:6]([C:8]([C:13]1[S:14][CH:15]=[CH:16][CH:17]=1)=[CH:9][C:10]([N:1]=[N+:2]=[N-:3])=[O:11])#[N:7], predict the reactants needed to synthesize it. The reactants are: [N-:1]=[N+:2]=[N-:3].[Na+].O.[C:6]([C:8]([C:13]1[S:14][CH:15]=[CH:16][CH:17]=1)=[CH:9][C:10](Cl)=[O:11])#[N:7]. (7) Given the product [N:21]1([CH2:26][C:27]2[CH:32]=[CH:31][C:30]([CH2:33][CH2:34][NH:35][C:15]([C:12]3[CH:13]=[CH:14][C:9]([C:5]4[CH:6]=[CH:7][CH:8]=[C:3]([O:2][CH3:1])[CH:4]=4)=[CH:10][C:11]=3[N+:18]([O-:20])=[O:19])=[O:17])=[CH:29][CH:28]=2)[CH2:25][CH2:24][CH2:23][CH2:22]1, predict the reactants needed to synthesize it. The reactants are: [CH3:1][O:2][C:3]1[CH:4]=[C:5]([C:9]2[CH:14]=[CH:13][C:12]([C:15]([OH:17])=O)=[C:11]([N+:18]([O-:20])=[O:19])[CH:10]=2)[CH:6]=[CH:7][CH:8]=1.[N:21]1([CH2:26][C:27]2[CH:32]=[CH:31][C:30]([CH2:33][CH2:34][NH2:35])=[CH:29][CH:28]=2)[CH2:25][CH2:24][CH2:23][CH2:22]1.